Dataset: Aqueous solubility values for 9,982 compounds from the AqSolDB database. Task: Regression/Classification. Given a drug SMILES string, predict its absorption, distribution, metabolism, or excretion properties. Task type varies by dataset: regression for continuous measurements (e.g., permeability, clearance, half-life) or binary classification for categorical outcomes (e.g., BBB penetration, CYP inhibition). For this dataset (solubility_aqsoldb), we predict Y. (1) The drug is CCCCOC(=O)/C=C\C(=O)OCCCC. The Y is -3.13 log mol/L. (2) The compound is c1cc(N(CC2CO2)CC2CO2)ccc1Cc1ccc(N(CC2CO2)CC2CO2)cc1. The Y is -4.66 log mol/L. (3) The molecule is OCC1OCOC2COCOC12. The Y is -0.620 log mol/L. (4) The drug is CCS(=O)(=O)c1nnc(N(C)C(=O)NC)s1. The Y is -1.95 log mol/L. (5) The molecule is O=C([O-])CC(O)(CC(=O)[O-])C(=O)[O-].O=C([O-])CC(O)(CC(=O)[O-])C(=O)[O-].[Co+2].[Co+2].[Co+2]. The Y is -1.30 log mol/L.